Dataset: Forward reaction prediction with 1.9M reactions from USPTO patents (1976-2016). Task: Predict the product of the given reaction. (1) The product is: [CH2:4]([C:3]1([CH2:8][OH:9])[CH2:6][O:7][C:12]([CH3:13])([CH3:16])[O:2][CH2:1]1)[CH3:5]. Given the reactants [CH2:1]([C:3]([CH2:8][OH:9])([CH2:6][OH:7])[CH2:4][CH3:5])[OH:2].CO[CH:12](OC)[CH3:13].[CH2:16](N(CC)CC)C, predict the reaction product. (2) Given the reactants [OH:1][C:2]1[C:10]([CH3:11])=[CH:9][CH:8]=[CH:7][C:3]=1[C:4]([OH:6])=[O:5].[Br:12]Br.O, predict the reaction product. The product is: [Br:12][C:8]1[CH:9]=[C:10]([CH3:11])[C:2]([OH:1])=[C:3]([CH:7]=1)[C:4]([OH:6])=[O:5]. (3) Given the reactants [F:1][C:2]1[C:8]([O:9][CH3:10])=[CH:7][C:6]([O:11][CH3:12])=[C:5]([F:13])[C:3]=1[NH2:4].FC(F)(F)C(O)=O.C(O[BH-](OC(=O)C)OC(=O)C)(=O)C.[Na+].[Cl:35][C:36]1[CH:43]=[C:42]([NH:44][CH3:45])[C:39]([CH:40]=O)=[CH:38][N:37]=1, predict the reaction product. The product is: [Cl:35][C:36]1[CH:43]=[C:42]([NH:44][CH3:45])[C:39]([CH2:40][NH:4][C:3]2[C:2]([F:1])=[C:8]([O:9][CH3:10])[CH:7]=[C:6]([O:11][CH3:12])[C:5]=2[F:13])=[CH:38][N:37]=1. (4) Given the reactants [O:1]1[C:10]2[C:5](=[CH:6][CH:7]=[CH:8][CH:9]=2)[C@H:4]([NH:11][C:12]([C@@H:14]2[CH2:19][N:18]3[CH2:20][C:21]([F:24])([F:23])[CH2:22][C@@H:17]3[CH2:16][N:15]2C(OC(C)(C)C)=O)=[O:13])[CH2:3][CH2:2]1.[ClH:32].COC1CCCC1, predict the reaction product. The product is: [ClH:32].[ClH:32].[O:1]1[C:10]2[C:5](=[CH:6][CH:7]=[CH:8][CH:9]=2)[C@H:4]([NH:11][C:12]([C@@H:14]2[CH2:19][N:18]3[CH2:20][C:21]([F:23])([F:24])[CH2:22][C@@H:17]3[CH2:16][NH:15]2)=[O:13])[CH2:3][CH2:2]1. (5) Given the reactants [Cl:1][C:2]1[C:7]([C:8]([F:11])([F:10])[F:9])=[CH:6][CH:5]=[C:4]([O:12][C:13]2[CH:18]=[CH:17][CH:16]=[C:15]([CH2:19]Cl)[CH:14]=2)[N:3]=1.[P:21]([O:28]CC)([O:25][CH2:26][CH3:27])[O:22][CH2:23][CH3:24], predict the reaction product. The product is: [Cl:1][C:2]1[C:7]([C:8]([F:11])([F:10])[F:9])=[CH:6][CH:5]=[C:4]([O:12][C:13]2[CH:18]=[CH:17][CH:16]=[C:15]([CH2:19][P:21]([O:25][CH2:26][CH3:27])([O:22][CH2:23][CH3:24])=[O:28])[CH:14]=2)[N:3]=1. (6) The product is: [C:23]([O:4][CH2:3][C:2]([F:1])([C:7]1[CH:12]=[CH:11][CH:10]=[CH:9][CH:8]=1)[CH2:5][O:6][C:17](=[O:16])[NH2:34])(=[O:24])[NH2:20]. Given the reactants [F:1][C:2]([C:7]1[CH:12]=[CH:11][CH:10]=[CH:9][CH:8]=1)([CH2:5][OH:6])[CH2:3][OH:4].C1[CH2:17][O:16]CC1.C1N=C[N:20]([C:23](N2C=NC=C2)=[O:24])C=1.C(=O)([O-])[O-].[NH4+:34].[NH4+], predict the reaction product. (7) The product is: [NH:41]1[CH:42]=[CH:43][N:39]=[C:40]1[NH:44][C:45]([C:47]1[C:55]2[N:54]=[C:53]([NH:56][C:18]([C:9]3[N:5]4[CH:6]=[CH:7][CH:8]=[C:3]([O:2][CH3:1])[C:4]4=[N:11][CH:10]=3)=[O:22])[NH:52][C:51]=2[CH:50]=[CH:49][CH:48]=1)=[O:46]. Given the reactants [CH3:1][O:2][C:3]1[C:4]2[N:5]([CH:9]=[C:10](C(O)=O)[N:11]=2)[CH:6]=[CH:7][CH:8]=1.CN([C:18]([O:22]N1N=NC2C=CC=CC1=2)=[N+](C)C)C.F[P-](F)(F)(F)(F)F.[NH:39]1[CH:43]=[CH:42][N:41]=[C:40]1[NH:44][C:45]([C:47]1[C:55]2[NH:54][C:53]([NH2:56])=[N:52][C:51]=2[CH:50]=[CH:49][CH:48]=1)=[O:46], predict the reaction product. (8) Given the reactants [S:1]1[CH:5]=[CH:4][CH:3]=[C:2]1[CH2:6][NH:7][C:8]([C:10]1[CH:25]=[C:13]2[CH:14]=[C:15]([C:19]3[CH:24]=[CH:23][CH:22]=[CH:21][CH:20]=3)[CH:16]=[C:17](Cl)[N:12]2[N:11]=1)=[O:9].[CH2:26]([CH2:28][NH2:29])[OH:27], predict the reaction product. The product is: [S:1]1[CH:5]=[CH:4][CH:3]=[C:2]1[CH2:6][NH:7][C:8]([C:10]1[CH:25]=[C:13]2[CH:14]=[C:15]([C:19]3[CH:24]=[CH:23][CH:22]=[CH:21][CH:20]=3)[CH:16]=[C:17]([NH:29][CH2:28][CH2:26][OH:27])[N:12]2[N:11]=1)=[O:9]. (9) Given the reactants [Li]CCCC.[C:6](#[N:8])[CH3:7].CO[C:11](=[O:21])[C:12]1[CH:17]=[CH:16][C:15]([CH3:18])=[N:14][C:13]=1[O:19][CH3:20], predict the reaction product. The product is: [CH3:20][O:19][C:13]1[C:12]([C:11](=[O:21])[CH2:7][C:6]#[N:8])=[CH:17][CH:16]=[C:15]([CH3:18])[N:14]=1. (10) Given the reactants [F:1][C:2]1[CH:7]=[CH:6][C:5]([NH:8][C:9]2[C:18]3[C:13](=[CH:14][CH:15]=[C:16]([C:19](=[O:22])[NH:20][CH3:21])[CH:17]=3)[N:12]=[CH:11][C:10]=2[C:23]([OH:25])=[O:24])=[CH:4][CH:3]=1.[CH2:26]([N:28]([CH2:31][CH3:32])[CH2:29]C)[CH3:27].OC1C2N=N[NH:39]C=2C=CC=1.OCN1C=CN=C1, predict the reaction product. The product is: [N:28]1([CH2:31][CH2:32][O:24][C:23]([C:10]2[CH:11]=[N:12][C:13]3[C:18]([C:9]=2[NH:8][C:5]2[CH:4]=[CH:3][C:2]([F:1])=[CH:7][CH:6]=2)=[CH:17][C:16]([C:19](=[O:22])[NH:20][CH3:21])=[CH:15][CH:14]=3)=[O:25])[CH:26]=[CH:27][N:39]=[CH:29]1.